Dataset: Forward reaction prediction with 1.9M reactions from USPTO patents (1976-2016). Task: Predict the product of the given reaction. (1) Given the reactants Br[C:2]1[CH:7]=[CH:6][CH:5]=[CH:4][N:3]=1.C([Mg]Cl)(C)C.[Br:13][C:14]1[CH:15]=[CH:16][C:17]([F:26])=[C:18]([CH:25]=1)[C:19](N(OC)C)=[O:20], predict the reaction product. The product is: [Br:13][C:14]1[CH:15]=[CH:16][C:17]([F:26])=[C:18]([C:19]([C:2]2[CH:7]=[CH:6][CH:5]=[CH:4][N:3]=2)=[O:20])[CH:25]=1. (2) Given the reactants C1CCN(C(N=NC(N2CCCCC2)=O)=O)CC1.[CH2:19]([O:26][C:27]1[CH:28]=[CH:29][C:30]([OH:37])=[C:31]([CH:36]=1)[C:32]([O:34][CH3:35])=[O:33])[C:20]1[CH:25]=[CH:24][CH:23]=[CH:22][CH:21]=1.[CH3:38][O:39][CH2:40][CH:41](O)[CH3:42].C(P(CCCC)CCCC)CCC, predict the reaction product. The product is: [CH2:19]([O:26][C:27]1[CH:28]=[CH:29][C:30]([O:37][CH:41]([CH3:42])[CH2:40][O:39][CH3:38])=[C:31]([CH:36]=1)[C:32]([O:34][CH3:35])=[O:33])[C:20]1[CH:21]=[CH:22][CH:23]=[CH:24][CH:25]=1. (3) Given the reactants [Br:1][C:2]1[CH:7]=[C:6]([O:8][CH3:9])[CH:5]=[CH:4][C:3]=1[NH:10][C:11](=[S:20])[C:12]1[CH:17]=[CH:16][C:15]([O:18][CH3:19])=[CH:14][CH:13]=1.C(O)C.[OH-].[Na+], predict the reaction product. The product is: [Br:1][C:2]1[C:3]2[N:10]=[C:11]([C:12]3[CH:17]=[CH:16][C:15]([O:18][CH3:19])=[CH:14][CH:13]=3)[S:20][C:4]=2[CH:5]=[C:6]([O:8][CH3:9])[CH:7]=1. (4) Given the reactants C([NH:8][C@H:9]1[CH2:14][CH2:13][N:12]([C:15]([O:17][C:18]([CH3:21])([CH3:20])[CH3:19])=[O:16])[CH2:11][C@H:10]1[O:22][CH2:23][C:24]([CH3:26])=[CH2:25])C1C=CC=CC=1.C([O-])=O.[NH4+], predict the reaction product. The product is: [NH2:8][C@H:9]1[CH2:14][CH2:13][N:12]([C:15]([O:17][C:18]([CH3:19])([CH3:20])[CH3:21])=[O:16])[CH2:11][C@H:10]1[O:22][CH2:23][CH:24]([CH3:26])[CH3:25]. (5) Given the reactants [F:1][C:2]1[CH:7]=[CH:6][C:5]([NH:8][C:9]2[CH:14]=[CH:13][N:12]=[C:11]([NH:15][C:16]3[CH:21]=[CH:20][C:19]([S:22]([N:25]([CH3:32])[CH:26]4[CH2:31][CH2:30][NH:29][CH2:28][CH2:27]4)(=[O:24])=[O:23])=[CH:18][CH:17]=3)[N:10]=2)=[CH:4][CH:3]=1.[F:33][C:34]([F:40])([F:39])[CH2:35][CH2:36][CH:37]=O, predict the reaction product. The product is: [F:1][C:2]1[CH:7]=[CH:6][C:5]([NH:8][C:9]2[CH:14]=[CH:13][N:12]=[C:11]([NH:15][C:16]3[CH:17]=[CH:18][C:19]([S:22]([N:25]([CH3:32])[CH:26]4[CH2:31][CH2:30][N:29]([CH2:37][CH2:36][CH2:35][C:34]([F:40])([F:39])[F:33])[CH2:28][CH2:27]4)(=[O:23])=[O:24])=[CH:20][CH:21]=3)[N:10]=2)=[CH:4][CH:3]=1. (6) Given the reactants N[C:2]1[CH:3]=[C:4]([C:8]2[C:9]([N:28]([CH3:33])[S:29]([CH3:32])(=[O:31])=[O:30])=[CH:10][C:11]3[O:15][C:14]([C:16]4[CH:21]=[CH:20][C:19]([F:22])=[CH:18][CH:17]=4)=[C:13]([C:23]([NH:25][CH3:26])=[O:24])[C:12]=3[CH:27]=2)[CH:5]=[CH:6][CH:7]=1.[S:34]1[C:38](B(O)O)=[CH:37][C:36]2[CH:42]=[CH:43][CH:44]=[CH:45][C:35]1=2.[O-]P([O-])([O-])=O.[K+].[K+].[K+], predict the reaction product. The product is: [S:34]1[C:38]([C:2]2[CH:3]=[C:4]([C:8]3[C:9]([N:28]([CH3:33])[S:29]([CH3:32])(=[O:31])=[O:30])=[CH:10][C:11]4[O:15][C:14]([C:16]5[CH:17]=[CH:18][C:19]([F:22])=[CH:20][CH:21]=5)=[C:13]([C:23]([NH:25][CH3:26])=[O:24])[C:12]=4[CH:27]=3)[CH:5]=[CH:6][CH:7]=2)=[CH:37][C:36]2[CH:42]=[CH:43][CH:44]=[CH:45][C:35]1=2.